Dataset: Forward reaction prediction with 1.9M reactions from USPTO patents (1976-2016). Task: Predict the product of the given reaction. Given the reactants [NH2:1][S:2]([C:5]1[S:9][C:8](=[C:10]([C:16]([O:18][CH2:19][CH3:20])=[O:17])[C:11]([O:13]CC)=O)[NH:7][C:6]=1[CH3:21])(=[O:4])=[O:3].[NH2:22][C:23]1[CH:28]=[CH:27][C:26]([C:29]2[CH:34]=[CH:33][CH:32]=[CH:31][CH:30]=2)=[CH:25][CH:24]=1, predict the reaction product. The product is: [NH2:1][S:2]([C:5]1[S:9][C:8](=[C:10]([C:11]([NH:22][C:23]2[CH:24]=[CH:25][C:26]([C:29]3[CH:34]=[CH:33][CH:32]=[CH:31][CH:30]=3)=[CH:27][CH:28]=2)=[O:13])[C:16]([O:18][CH2:19][CH3:20])=[O:17])[NH:7][C:6]=1[CH3:21])(=[O:3])=[O:4].